From a dataset of Experimentally validated miRNA-target interactions with 360,000+ pairs, plus equal number of negative samples. Binary Classification. Given a miRNA mature sequence and a target amino acid sequence, predict their likelihood of interaction. (1) The miRNA is hsa-miR-942-3p with sequence CACAUGGCCGAAACAGAGAAGU. The protein sequence of the target gene is MTETTKTHVILLACGSFNPITKGHIQMFERARDYLHKTGRFIVIGGIVSPVHDSYGKQGLVSSRHRLIMCQLAVQNSDWIRVDPWECYQDTWQTTCSVLEHHRDLMKRVTGCILSNVNTPSMTPVIGQPQHENTQPIYQNSNVPTKPTAAKILGKVGESLSRICCVRPPVERFTFVDENANLGTVMRYEEIELRILLLCGSDLLESFCIPGLWNEADMEVIVGDFGIVVVPRDAADTDRIMNHSSILRKYKNNIMVVKDDINHPMSVVSSTKSRLALQHGDGHVVDYLSQPVIDYILKSQ.... Result: 0 (no interaction). (2) The miRNA is cel-miR-80-5p with sequence AGCUUUCGACAUGAUUCUGAAC. The protein sequence of the target gene is MVLLHVLFEHAVGYALLALKEVEEISLLQPQVEESVLNLGKFHSIVRLVAFCPFASSQVALENANAVSEGVVHEDLRLLLETHLPSKKKKVLLGVGDPKIGAAIQEELGYNCQTGGVIAEILRGVRLHFHNLVKGLTDLSACKAQLGLGHSYSRAKVKFNVNRVDNMIIQSISLLDQLDKDINTFSMRVREWYGYHFPELVKIINDNATYCRLAQFIGNRRELNEDKLEKLEELTMDGAKAKAILDASRSSMGMDISAIDLINIESFSSRVVSLSEYRQSLHTYLRSKMSQVAPSLSALI.... Result: 0 (no interaction).